This data is from Peptide-MHC class I binding affinity with 185,985 pairs from IEDB/IMGT. The task is: Regression. Given a peptide amino acid sequence and an MHC pseudo amino acid sequence, predict their binding affinity value. This is MHC class I binding data. (1) The peptide sequence is EPYLDPATM. The MHC is HLA-B07:02 with pseudo-sequence HLA-B07:02. The binding affinity (normalized) is 0.314. (2) The peptide sequence is RVRGLYFPA. The MHC is HLA-A02:02 with pseudo-sequence HLA-A02:02. The binding affinity (normalized) is 0.257. (3) The peptide sequence is ETMKPAAMV. The MHC is HLA-A02:03 with pseudo-sequence HLA-A02:03. The binding affinity (normalized) is 0.274. (4) The peptide sequence is KMLKRGSRK. The MHC is HLA-A31:01 with pseudo-sequence HLA-A31:01. The binding affinity (normalized) is 0.705. (5) The peptide sequence is SGLSIVMPV. The MHC is HLA-A02:01 with pseudo-sequence HLA-A02:01. The binding affinity (normalized) is 0.297. (6) The peptide sequence is LLMPILTLT. The MHC is HLA-A68:02 with pseudo-sequence HLA-A68:02. The binding affinity (normalized) is 0.310. (7) The MHC is HLA-B15:01 with pseudo-sequence HLA-B15:01. The peptide sequence is LSSKNNEHY. The binding affinity (normalized) is 0.441. (8) The peptide sequence is KRWGFRSGV. The MHC is HLA-A02:11 with pseudo-sequence HLA-A02:11. The binding affinity (normalized) is 0.0847.